Dataset: Retrosynthesis with 50K atom-mapped reactions and 10 reaction types from USPTO. Task: Predict the reactants needed to synthesize the given product. (1) Given the product COCCOCc1c(CN(C)CC(O)c2cccnc2)sc2c(=O)c(C(=O)NCc3ccc(Cl)cc3)cn(C)c12, predict the reactants needed to synthesize it. The reactants are: CNCC(O)c1cccnc1.COCCOCc1c(CCl)sc2c(=O)c(C(=O)NCc3ccc(Cl)cc3)cn(C)c12. (2) Given the product Cc1ccc2[nH]cc(CCNc3ccc([N+](=O)[O-])cc3[N+](=O)[O-])c2c1, predict the reactants needed to synthesize it. The reactants are: Cc1ccc2[nH]cc(CCN)c2c1.O=[N+]([O-])c1ccc(F)c([N+](=O)[O-])c1. (3) Given the product Cc1nc(Oc2ccccc2)c([N+](=O)[O-])c(NCCO)c1C, predict the reactants needed to synthesize it. The reactants are: Cc1nc(Cl)c([N+](=O)[O-])c(NCCO)c1C.Oc1ccccc1. (4) Given the product CN(C)CC1(F)CN(C(=O)/C=C\n2cnc(-c3cc(C(F)(F)F)cc(C(F)(F)F)c3)n2)C1, predict the reactants needed to synthesize it. The reactants are: CN(C)CC1(F)CNC1.O=C(O)/C=C\n1cnc(-c2cc(C(F)(F)F)cc(C(F)(F)F)c2)n1. (5) Given the product Oc1ccc2nc(-c3ccc(O)c(F)c3)cc(C#Cc3ccccc3)c2c1, predict the reactants needed to synthesize it. The reactants are: CCCC[Sn](C#Cc1ccccc1)(CCCC)CCCC.Oc1ccc2nc(-c3ccc(O)c(F)c3)cc(Br)c2c1.